This data is from Full USPTO retrosynthesis dataset with 1.9M reactions from patents (1976-2016). The task is: Predict the reactants needed to synthesize the given product. Given the product [CH3:41][S:42]([O:35][CH2:34][CH2:33][O:32][C:28]1[CH:29]=[CH:30][CH:31]=[C:26]([CH2:25][N:23]2[CH:24]=[C:20]([C:15]3[CH:16]=[CH:17][CH:18]=[C:19]4[C:14]=3[CH2:13][CH2:12][CH2:11][N:10]4[C:8](=[O:9])[CH2:7][CH2:6][CH2:5][O:4][C:3]3[CH:36]=[CH:37][CH:38]=[C:39]([CH3:40])[C:2]=3[CH3:1])[CH:21]=[N:22]2)[CH:27]=1)(=[O:44])=[O:43], predict the reactants needed to synthesize it. The reactants are: [CH3:1][C:2]1[C:39]([CH3:40])=[CH:38][CH:37]=[CH:36][C:3]=1[O:4][CH2:5][CH2:6][CH2:7][C:8]([N:10]1[C:19]2[C:14](=[C:15]([C:20]3[CH:21]=[N:22][N:23]([CH2:25][C:26]4[CH:31]=[CH:30][CH:29]=[C:28]([O:32][CH2:33][CH2:34][OH:35])[CH:27]=4)[CH:24]=3)[CH:16]=[CH:17][CH:18]=2)[CH2:13][CH2:12][CH2:11]1)=[O:9].[CH3:41][S:42](Cl)(=[O:44])=[O:43].C(N(CC)CC)C.